This data is from Forward reaction prediction with 1.9M reactions from USPTO patents (1976-2016). The task is: Predict the product of the given reaction. (1) The product is: [C:26]([N:23]1[CH2:22][CH2:21][N:20]([C:17]2[CH:16]=[CH:15][C:14]([NH:13][C:9](=[O:11])[CH2:8][C:5]3[CH:6]=[CH:7][C:2]([Br:1])=[C:3]([CH3:12])[CH:4]=3)=[N:19][CH:18]=2)[CH2:25][CH2:24]1)(=[O:28])[CH3:27]. Given the reactants [Br:1][C:2]1[CH:7]=[CH:6][C:5]([CH2:8][C:9]([OH:11])=O)=[CH:4][C:3]=1[CH3:12].[NH2:13][C:14]1[N:19]=[CH:18][C:17]([N:20]2[CH2:25][CH2:24][N:23]([C:26](=[O:28])[CH3:27])[CH2:22][CH2:21]2)=[CH:16][CH:15]=1.CN(C(ON1N=NC2C=CC=NC1=2)=[N+](C)C)C.F[P-](F)(F)(F)(F)F.CCN(C(C)C)C(C)C, predict the reaction product. (2) Given the reactants [C:1]([C:3]1[C:4]([N:16]2[CH2:19][CH:18]([C:20](O)=[O:21])[CH2:17]2)=[N:5][C:6]([O:14][CH3:15])=[C:7]([C:9]([O:11][CH2:12][CH3:13])=[O:10])[CH:8]=1)#[N:2].[Cl:23][C:24]1[CH:29]=[CH:28][C:27]([CH2:30][S:31]([NH2:34])(=[O:33])=[O:32])=[C:26]([F:35])[CH:25]=1, predict the reaction product. The product is: [CH2:12]([O:11][C:9](=[O:10])[C:7]1[CH:8]=[C:3]([C:1]#[N:2])[C:4]([N:16]2[CH2:19][CH:18]([C:20](=[O:21])[NH:34][S:31]([CH2:30][C:27]3[CH:28]=[CH:29][C:24]([Cl:23])=[CH:25][C:26]=3[F:35])(=[O:32])=[O:33])[CH2:17]2)=[N:5][C:6]=1[O:14][CH3:15])[CH3:13]. (3) Given the reactants [C:1]1([C:20]2[CH:25]=[CH:24][CH:23]=[CH:22][CH:21]=2)[CH:6]=[CH:5][C:4]([C:7]([N:9]2[CH2:13][C:12](=[N:14][O:15][CH3:16])[CH2:11][C@H:10]2[C:17](O)=[O:18])=[O:8])=[CH:3][CH:2]=1.C([N:28](CC)CC)C.ClC(OCC)=O, predict the reaction product. The product is: [NH3:9].[C:1]1([C:20]2[CH:21]=[CH:22][CH:23]=[CH:24][CH:25]=2)[CH:2]=[CH:3][C:4]([C:7]([N:9]2[CH2:13]/[C:12](=[N:14]\[O:15][CH3:16])/[CH2:11][C@H:10]2[C:17]([NH2:28])=[O:18])=[O:8])=[CH:5][CH:6]=1.